Task: Regression. Given a peptide amino acid sequence and an MHC pseudo amino acid sequence, predict their binding affinity value. This is MHC class II binding data.. Dataset: Peptide-MHC class II binding affinity with 134,281 pairs from IEDB (1) The peptide sequence is IDEVVAAFREARLRH. The MHC is DRB1_0401 with pseudo-sequence DRB1_0401. The binding affinity (normalized) is 0.389. (2) The binding affinity (normalized) is 0.399. The peptide sequence is AEYKSDYVYEPFPKE. The MHC is DRB5_0101 with pseudo-sequence DRB5_0101. (3) The peptide sequence is ALHLVDPQIQLTITR. The MHC is DRB1_0101 with pseudo-sequence DRB1_0101. The binding affinity (normalized) is 0.570. (4) The peptide sequence is AYEGQRVVFIQPSPV. The binding affinity (normalized) is 0.259. The MHC is HLA-DQA10101-DQB10501 with pseudo-sequence HLA-DQA10101-DQB10501. (5) The peptide sequence is EAGKESCFCYFDCSK. The MHC is HLA-DQA10301-DQB10302 with pseudo-sequence HLA-DQA10301-DQB10302. The binding affinity (normalized) is 0.595. (6) The peptide sequence is AFKVEATAANAAPAN. The MHC is DRB1_0401 with pseudo-sequence DRB1_0401. The binding affinity (normalized) is 0.750. (7) The peptide sequence is FKVAATAAATAPADD. The MHC is HLA-DPA10103-DPB10401 with pseudo-sequence HLA-DPA10103-DPB10401. The binding affinity (normalized) is 0.0255.